This data is from Full USPTO retrosynthesis dataset with 1.9M reactions from patents (1976-2016). The task is: Predict the reactants needed to synthesize the given product. (1) Given the product [Cl:36][C:35]1[CH:34]=[CH:33][C:24]([CH2:25][NH:26][C:27](=[O:32])[C:28]([CH3:31])([CH3:30])[CH3:29])=[CH:23][C:22]=1[N:18]1[C:19](=[O:21])[NH:20][C:16]([C:13]2[CH:12]=[CH:11][C:10]([CH2:9][N:1]3[CH2:5][CH2:4][CH2:3][CH2:2]3)=[CH:15][CH:14]=2)=[N:17]1, predict the reactants needed to synthesize it. The reactants are: [NH:1]1[CH2:5][CH2:4][CH2:3][CH2:2]1.[H-].[Na+].Br[CH2:9][C:10]1[CH:15]=[CH:14][C:13]([C:16]2[NH:20][C:19](=[O:21])[N:18]([C:22]3[CH:23]=[C:24]([CH:33]=[CH:34][C:35]=3[Cl:36])[CH2:25][NH:26][C:27](=[O:32])[C:28]([CH3:31])([CH3:30])[CH3:29])[N:17]=2)=[CH:12][CH:11]=1. (2) Given the product [NH2:8][CH2:9][C:10]([O:12][CH2:13][CH2:14][CH2:15][CH2:16][O:17][N+:18]([O-:20])=[O:19])=[O:11], predict the reactants needed to synthesize it. The reactants are: C(OC([NH:8][CH2:9][C:10]([O:12][CH2:13][CH2:14][CH2:15][CH2:16][O:17][N+:18]([O-:20])=[O:19])=[O:11])=O)(C)(C)C. (3) Given the product [NH2:9][C:10]1[C:19]2[N:20]=[C:21]([CH2:33][N:34]3[CH2:2][CH2:3][CH2:4][S:5]3(=[O:7])=[O:6])[N:22]([CH2:23][CH2:24][NH:25][C:26](=[O:32])[O:27][C:28]([CH3:29])([CH3:31])[CH3:30])[C:18]=2[C:17]2[CH:16]=[CH:15][CH:14]=[CH:13][C:12]=2[N:11]=1, predict the reactants needed to synthesize it. The reactants are: Cl[CH2:2][CH2:3][CH2:4][S:5](Cl)(=[O:7])=[O:6].[NH2:9][C:10]1[C:19]2[N:20]=[C:21]([CH2:33][NH2:34])[N:22]([CH2:23][CH2:24][NH:25][C:26](=[O:32])[O:27][C:28]([CH3:31])([CH3:30])[CH3:29])[C:18]=2[C:17]2[CH:16]=[CH:15][CH:14]=[CH:13][C:12]=2[N:11]=1.C1CCN2C(=NCCC2)CC1. (4) Given the product [CH3:2][O:3][C:4](=[O:7])[CH2:5][NH:6][C:23]([CH:25]1[CH2:27][N:26]1[C:28]([C:29]1[CH:34]=[CH:33][CH:32]=[CH:31][CH:30]=1)([C:35]1[CH:36]=[CH:37][CH:38]=[CH:39][CH:40]=1)[C:41]1[CH:46]=[CH:45][CH:44]=[CH:43][CH:42]=1)=[O:22], predict the reactants needed to synthesize it. The reactants are: Cl.[CH3:2][O:3][C:4](=[O:7])[CH2:5][NH2:6].C(N(CC)CC)C.O=C1CCC(=O)N1[O:22][C:23]([CH:25]1[CH2:27][N:26]1[C:28]([C:41]1[CH:46]=[CH:45][CH:44]=[CH:43][CH:42]=1)([C:35]1[CH:40]=[CH:39][CH:38]=[CH:37][CH:36]=1)[C:29]1[CH:34]=[CH:33][CH:32]=[CH:31][CH:30]=1)=O. (5) Given the product [C:12]([O:11][C:9]([N:16]1[CH2:19][CH:18]([C:20]([OH:22])=[O:21])[CH2:17]1)=[O:10])([CH3:13])([CH3:14])[CH3:15], predict the reactants needed to synthesize it. The reactants are: [C:12]([O:11][C:9](O[C:9]([O:11][C:12]([CH3:15])([CH3:14])[CH3:13])=[O:10])=[O:10])([CH3:15])([CH3:14])[CH3:13].[NH:16]1[CH2:19][CH:18]([C:20]([OH:22])=[O:21])[CH2:17]1.